Predict the reactants needed to synthesize the given product. From a dataset of Full USPTO retrosynthesis dataset with 1.9M reactions from patents (1976-2016). Given the product [Br:19][C:7]1[C:6]([O:10][CH3:11])=[C:3]([C:2]([F:1])=[CH:9][CH:8]=1)[C:4]#[N:5], predict the reactants needed to synthesize it. The reactants are: [F:1][C:2]1[CH:9]=[CH:8][CH:7]=[C:6]([O:10][CH3:11])[C:3]=1[C:4]#[N:5].C1C(=O)N([Br:19])C(=O)C1.